Dataset: Reaction yield outcomes from USPTO patents with 853,638 reactions. Task: Predict the reaction yield, written as a fraction of the theoretical maximum amount of product (1.0 means a 100% yield; for example, 0.34 means a 34% yield). The reactants are [CH3:1][O:2][C:3](=[O:42])[C:4]1[CH:9]=[CH:8][C:7]([N:10]([CH2:12][CH2:13][C:14]2[C:22]3[C:17](=[CH:18][CH:19]=[C:20]([Cl:23])[CH:21]=3)[N:16]([CH:24]([C:31]3[CH:36]=[CH:35][CH:34]=[CH:33][CH:32]=3)[C:25]3[CH:30]=[CH:29][CH:28]=[CH:27][CH:26]=3)[C:15]=2[CH2:37][CH2:38][N:39]=[N+]=[N-])[CH3:11])=[CH:6][CH:5]=1.C(Cl)Cl. The catalyst is CO.[Pd]. The product is [CH3:1][O:2][C:3](=[O:42])[C:4]1[CH:5]=[CH:6][C:7]([N:10]([CH2:12][CH2:13][C:14]2[C:22]3[C:17](=[CH:18][CH:19]=[C:20]([Cl:23])[CH:21]=3)[N:16]([CH:24]([C:31]3[CH:32]=[CH:33][CH:34]=[CH:35][CH:36]=3)[C:25]3[CH:26]=[CH:27][CH:28]=[CH:29][CH:30]=3)[C:15]=2[CH2:37][CH2:38][NH2:39])[CH3:11])=[CH:8][CH:9]=1. The yield is 0.780.